The task is: Predict the reaction yield, written as a fraction of the theoretical maximum amount of product (1.0 means a 100% yield; for example, 0.34 means a 34% yield).. This data is from Reaction yield outcomes from USPTO patents with 853,638 reactions. (1) The reactants are [Cl:1][C:2]1[N:7]=[CH:6][C:5]([F:8])=[C:4](Cl)[N:3]=1.[NH2:10][C:11]1[CH:20]=[CH:19][CH:18]=[CH:17][C:12]=1[C:13]([NH:15][CH3:16])=[O:14].C(N(CC)C(C)C)(C)C. The catalyst is C(O)(C)C. The product is [Cl:1][C:2]1[N:3]=[C:4]([NH:10][C:11]2[CH:20]=[CH:19][CH:18]=[CH:17][C:12]=2[C:13]([NH:15][CH3:16])=[O:14])[C:5]([F:8])=[CH:6][N:7]=1. The yield is 0.330. (2) The reactants are [Br:1]Br.[CH3:3][C:4]([C:6]1[CH:11]=[CH:10][C:9]([Br:12])=[CH:8][CH:7]=1)=[O:5]. The catalyst is C(Cl)Cl.O. The product is [Br:1][CH2:3][C:4]([C:6]1[CH:11]=[CH:10][C:9]([Br:12])=[CH:8][CH:7]=1)=[O:5]. The yield is 0.860. (3) The reactants are [F:1][C:2]1[CH:7]=[C:6]([O:8][C:9]2[C:14](I)=[CH:13][N:12]=[CH:11][N:10]=2)[C:5]([F:16])=[CH:4][C:3]=1[NH2:17].[CH3:18][N:19]1[CH:23]=[C:22](B2OC(C)(C)C(C)(C)O2)[CH:21]=[N:20]1.C(=O)([O-])[O-].[Cs+].[Cs+]. The catalyst is CN(C=O)C.O.C1C=CC([P]([Pd]([P](C2C=CC=CC=2)(C2C=CC=CC=2)C2C=CC=CC=2)([P](C2C=CC=CC=2)(C2C=CC=CC=2)C2C=CC=CC=2)[P](C2C=CC=CC=2)(C2C=CC=CC=2)C2C=CC=CC=2)(C2C=CC=CC=2)C2C=CC=CC=2)=CC=1. The product is [F:1][C:2]1[CH:7]=[C:6]([O:8][C:9]2[C:14]([C:22]3[CH:21]=[N:20][N:19]([CH3:18])[CH:23]=3)=[CH:13][N:12]=[CH:11][N:10]=2)[C:5]([F:16])=[CH:4][C:3]=1[NH2:17]. The yield is 0.900. (4) The reactants are [C:1]([C:3]1[C:4]([CH3:14])=[CH:5][C:6]([CH3:13])=[C:7]([CH:12]=1)[C:8]([O:10][CH3:11])=[O:9])#[N:2].P(OCC)(OCC)([S-])=[S:16]. The catalyst is O1CCCC1.O. The product is [C:1]([C:3]1[C:4]([CH3:14])=[CH:5][C:6]([CH3:13])=[C:7]([CH:12]=1)[C:8]([O:10][CH3:11])=[O:9])(=[S:16])[NH2:2]. The yield is 0.570. (5) The reactants are [CH3:1][C:2]([C:4]1[CH:5]=[CH:6][C:7]([OH:11])=[CH:8][C:9]=1[OH:10])=[O:3].[OH-].[Na+].[Cl:14][O-].[Na+].Cl. The catalyst is O. The product is [Cl:14][C:8]1[C:9]([OH:10])=[C:4]([C:2](=[O:3])[CH3:1])[CH:5]=[CH:6][C:7]=1[OH:11]. The yield is 0.650. (6) The reactants are [CH:1]([NH:4][C:5]1[C:14]([CH:15]=[O:16])=[CH:13][C:12]2[C:7](=[CH:8][CH:9]=[C:10]([O:17][CH3:18])[CH:11]=2)[N:6]=1)([CH3:3])[CH3:2]. The catalyst is C1COCC1. The product is [CH:1]([NH:4][C:5]1[C:14]([CH2:15][OH:16])=[CH:13][C:12]2[C:7](=[CH:8][CH:9]=[C:10]([O:17][CH3:18])[CH:11]=2)[N:6]=1)([CH3:3])[CH3:2]. The yield is 0.930. (7) The reactants are [Cl:1][C:2]1[CH:21]=[C:20]([C:22]([F:25])([F:24])[F:23])[CH:19]=[CH:18][C:3]=1[CH2:4][N:5]1[C:9](/[CH:10]=[CH:11]/[C:12]([O:14][CH2:15][CH3:16])=[O:13])=[CH:8][C:7]([OH:17])=[N:6]1.[CH3:26][C:27]1([CH2:31]O)[CH2:30][O:29][CH2:28]1.C(P(CCCC)CCCC)CCC.N(C(N1CCCCC1)=O)=NC(N1CCCCC1)=O. The catalyst is O1CCCC1. The product is [Cl:1][C:2]1[CH:21]=[C:20]([C:22]([F:25])([F:23])[F:24])[CH:19]=[CH:18][C:3]=1[CH2:4][N:5]1[C:9](/[CH:10]=[CH:11]/[C:12]([O:14][CH2:15][CH3:16])=[O:13])=[CH:8][C:7]([O:17][CH2:26][C:27]2([CH3:31])[CH2:30][O:29][CH2:28]2)=[N:6]1. The yield is 0.910.